Dataset: Peptide-MHC class II binding affinity with 134,281 pairs from IEDB. Task: Regression. Given a peptide amino acid sequence and an MHC pseudo amino acid sequence, predict their binding affinity value. This is MHC class II binding data. The peptide sequence is SKLTYENVKMEDVGY. The MHC is HLA-DPA10201-DPB10501 with pseudo-sequence HLA-DPA10201-DPB10501. The binding affinity (normalized) is 0.110.